Dataset: Oral bioavailability binary classification data from Ma et al.. Task: Regression/Classification. Given a drug SMILES string, predict its absorption, distribution, metabolism, or excretion properties. Task type varies by dataset: regression for continuous measurements (e.g., permeability, clearance, half-life) or binary classification for categorical outcomes (e.g., BBB penetration, CYP inhibition). Dataset: bioavailability_ma. (1) The drug is COc1cc(NCc2ccc3nc(N)nc(N)c3c2C)cc(OC)c1OC. The result is 1 (high bioavailability). (2) The drug is Nc1c(Br)cc(Br)cc1CN[C@H]1CC[C@H](O)CC1. The result is 1 (high bioavailability). (3) The molecule is COc1ccc(CCN(C)CCCC(C#N)(c2ccc(OC)c(OC)c2)C(C)C)cc1OC. The result is 1 (high bioavailability). (4) The compound is CC1=CC[C@@H](C(C)(C)O)C[C@@H]1O. The result is 1 (high bioavailability). (5) The molecule is C#CCN(C)[C@H](C)Cc1ccccc1. The result is 0 (low bioavailability). (6) The drug is Nc1ccn([C@@H]2CS[C@H](CO)O2)c(=O)n1. The result is 1 (high bioavailability). (7) The compound is OCCOCCN1CCN(C2=Nc3ccccc3Sc3ccccc32)CC1. The result is 1 (high bioavailability). (8) The drug is CCOC(=O)[C@H](CCc1ccccc1)N[C@@H](C)C(=O)N(CC(=O)O)C1Cc2ccccc2C1. The result is 1 (high bioavailability). (9) The molecule is CC(C)c1nc(CN(C)C(=O)N[C@H](C(=O)N[C@@H](Cc2ccccc2)C[C@H](O)[C@H](Cc2ccccc2)NC(=O)OCc2cncs2)C(C)C)cs1. The result is 1 (high bioavailability). (10) The compound is C#C[C@]1(O)CC[C@H]2[C@@H]3CCC4=CCCC[C@@H]4[C@H]3CC[C@@]21C. The result is 1 (high bioavailability).